Dataset: Full USPTO retrosynthesis dataset with 1.9M reactions from patents (1976-2016). Task: Predict the reactants needed to synthesize the given product. Given the product [ClH:56].[ClH:56].[CH3:1][C:2]1[N:7]=[CH:6][C:5]([C:8]2[C:9](=[O:19])[NH:10][C:11](=[O:18])[N:12]([CH2:14][CH2:15][CH2:16][N:30]3[CH2:31][C@H:32]4[C@:28]([C:25]5[CH:24]=[CH:23][C:22]([C:21]([F:20])([F:35])[F:34])=[CH:27][CH:26]=5)([CH2:33]4)[CH2:29]3)[CH:13]=2)=[CH:4][CH:3]=1, predict the reactants needed to synthesize it. The reactants are: [CH3:1][C:2]1[N:7]=[CH:6][C:5]([C:8]2[C:9](=[O:19])[NH:10][C:11](=[O:18])[N:12]([CH2:14][CH2:15][CH:16]=O)[CH:13]=2)=[CH:4][CH:3]=1.[F:20][C:21]([F:35])([F:34])[C:22]1[CH:27]=[CH:26][C:25]([C@:28]23[CH2:33][C@H:32]2[CH2:31][NH:30][CH2:29]3)=[CH:24][CH:23]=1.CC(O)=O.[BH-](OC(C)=O)(OC(C)=O)OC(C)=O.[Na+].[OH-].[Na+].[Cl:56]C(Cl)C.